This data is from Full USPTO retrosynthesis dataset with 1.9M reactions from patents (1976-2016). The task is: Predict the reactants needed to synthesize the given product. (1) Given the product [CH3:32][N:27]1[C:26](=[O:28])[O:25][N:24]=[C:23]1[C:19]1[CH:20]=[CH:21][CH:22]=[C:17]([N:14]2[CH2:13][C@H:12]3[N:8]([CH2:9][CH2:10][CH2:11]3)[C:7]3[N:29]=[C:3]([S:2][CH3:1])[N:4]=[CH:5][C:6]=3[C:15]2=[O:16])[CH:18]=1, predict the reactants needed to synthesize it. The reactants are: [CH3:1][S:2][C:3]1[N:4]=[CH:5][C:6]2[C:15](=[O:16])[N:14]([C:17]3[CH:18]=[C:19]([C:23]4[NH:27][C:26](=[O:28])[O:25][N:24]=4)[CH:20]=[CH:21][CH:22]=3)[CH2:13][C@H:12]3[N:8]([CH2:9][CH2:10][CH2:11]3)[C:7]=2[N:29]=1.CO.[C:32]1(P(C2C=CC=CC=2)C2C=CC=CC=2)C=CC=CC=1.N(C(OCC)=O)=NC(OCC)=O. (2) Given the product [S:34]([OH:37])(=[O:36])(=[O:35])[CH3:33].[O:1]1[CH2:2][CH2:3][N:4]([CH2:7][CH2:8][O:9][C:10]2[CH:11]=[CH:12][C:13]([C:16]3[CH:17]=[CH:18][C:19]([CH2:22][C:23]([NH:25][CH2:26][C:27]4[CH:32]=[CH:31][CH:30]=[CH:29][CH:28]=4)=[O:24])=[N:20][CH:21]=3)=[CH:14][CH:15]=2)[CH2:5][CH2:6]1, predict the reactants needed to synthesize it. The reactants are: [O:1]1[CH2:6][CH2:5][N:4]([CH2:7][CH2:8][O:9][C:10]2[CH:15]=[CH:14][C:13]([C:16]3[CH:17]=[CH:18][C:19]([CH2:22][C:23]([NH:25][CH2:26][C:27]4[CH:32]=[CH:31][CH:30]=[CH:29][CH:28]=4)=[O:24])=[N:20][CH:21]=3)=[CH:12][CH:11]=2)[CH2:3][CH2:2]1.[CH3:33][S:34]([OH:37])(=[O:36])=[O:35]. (3) Given the product [CH3:48][O:47][C:45]([C:42]1([C:39]2[CH:40]=[CH:41][C:36]([C:21]3[CH:22]=[CH:23][C:18]([N:13]4[C:12]([NH:11][C:10]([O:9][C@@H:7]([C:1]5[CH:6]=[CH:5][CH:4]=[CH:3][CH:2]=5)[CH3:8])=[O:27])=[C:16]([CH3:17])[N:15]=[N:14]4)=[C:19]([O:25][CH3:26])[CH:20]=3)=[CH:37][CH:38]=2)[CH2:44][CH2:43]1)=[O:46], predict the reactants needed to synthesize it. The reactants are: [C:1]1([C@H:7]([O:9][C:10](=[O:27])[NH:11][C:12]2[N:13]([C:18]3[CH:23]=[CH:22][C:21](Br)=[CH:20][C:19]=3[O:25][CH3:26])[N:14]=[N:15][C:16]=2[CH3:17])[CH3:8])[CH:6]=[CH:5][CH:4]=[CH:3][CH:2]=1.CC1(C)C(C)(C)OB([C:36]2[CH:41]=[CH:40][C:39]([C:42]3([C:45]([O:47][CH3:48])=[O:46])[CH2:44][CH2:43]3)=[CH:38][CH:37]=2)O1.C1(P(C2CCCCC2)C2C=CC=CC=2C2C(OC)=CC=CC=2OC)CCCCC1.[O-]P([O-])([O-])=O.[K+].[K+].[K+]. (4) Given the product [F:1][C:2]1([CH2:6][NH:7][C:8]([C:10]2[N:11]([CH2:35][CH:32]3[CH2:34][CH2:33]3)[C:12]3[C:17]([CH:18]=2)=[CH:16][C:15]([C:19]([N:21]2[CH2:26][CH2:25][N:24]([CH:27]([CH3:29])[CH3:28])[CH2:23][CH2:22]2)=[O:20])=[CH:14][CH:13]=3)=[O:9])[CH2:3][O:4][CH2:5]1, predict the reactants needed to synthesize it. The reactants are: [F:1][C:2]1([CH2:6][NH:7][C:8]([C:10]2[NH:11][C:12]3[C:17]([CH:18]=2)=[CH:16][C:15]([C:19]([N:21]2[CH2:26][CH2:25][N:24]([CH:27]([CH3:29])[CH3:28])[CH2:23][CH2:22]2)=[O:20])=[CH:14][CH:13]=3)=[O:9])[CH2:5][O:4][CH2:3]1.[H-].[Na+].[CH:32]1([CH2:35]Br)[CH2:34][CH2:33]1. (5) Given the product [C:20]([C:4]1[CH:3]=[C:2]([C:30]2[CH:38]=[CH:37][CH:36]=[C:35]3[C:31]=2[CH:32]=[CH:33][N:34]3[C:39]([O:41][C:42]([CH3:45])([CH3:44])[CH3:43])=[O:40])[CH:10]=[C:9]2[C:5]=1[CH:6]=[N:7][N:8]2[S:11]([C:14]1[CH:19]=[CH:18][CH:17]=[CH:16][CH:15]=1)(=[O:13])=[O:12])#[N:21], predict the reactants needed to synthesize it. The reactants are: Br[C:2]1[CH:3]=[C:4]([C:20]#[N:21])[C:5]2[CH:6]=[N:7][N:8]([S:11]([C:14]3[CH:19]=[CH:18][CH:17]=[CH:16][CH:15]=3)(=[O:13])=[O:12])[C:9]=2[CH:10]=1.CC1(C)C(C)(C)OB([C:30]2[CH:38]=[CH:37][CH:36]=[C:35]3[C:31]=2[CH:32]=[CH:33][N:34]3[C:39]([O:41][C:42]([CH3:45])([CH3:44])[CH3:43])=[O:40])O1.[O-]P([O-])([O-])=O.[K+].[K+].[K+].O1CCOCC1. (6) Given the product [C:34]([O:33][C:31]([NH:8][C:9]1([C:13]([OH:15])=[O:14])[CH2:12][O:11][CH2:10]1)=[O:32])([CH3:35])([CH3:36])[CH3:37], predict the reactants needed to synthesize it. The reactants are: C([NH:8][C:9]1([C:13]([OH:15])=[O:14])[CH2:12][O:11][CH2:10]1)C1C=CC=CC=1.O1CC(=O)C1.[H][H].[CH3:35][C:34]([O:33][C:31](O[C:31]([O:33][C:34]([CH3:37])([CH3:36])[CH3:35])=[O:32])=[O:32])([CH3:37])[CH3:36].C(N(CC)CC)C. (7) Given the product [CH:1]([C:4]1[CH:12]=[CH:11][C:7]([C:8]2[S:9][CH:14]=[C:15]([C:17]3[CH:18]=[C:19]([CH:25]=[CH:26][CH:27]=3)[C:20]([O:22][CH3:23])=[O:21])[N:10]=2)=[CH:6][CH:5]=1)([CH3:3])[CH3:2], predict the reactants needed to synthesize it. The reactants are: [CH:1]([C:4]1[CH:12]=[CH:11][C:7]([C:8]([NH2:10])=[S:9])=[CH:6][CH:5]=1)([CH3:3])[CH3:2].Br[CH2:14][C:15]([C:17]1[CH:18]=[C:19]([CH:25]=[CH:26][CH:27]=1)[C:20]([O:22][CH2:23]C)=[O:21])=O.O. (8) The reactants are: Cl.[NH2:2]O.[Br:4][C:5]1[CH:14]=[C:13]([F:15])[CH:12]=[C:11]2[C:6]=1[CH:7]=[CH:8][C:9]([CH:16]=O)=[CH:10]2. Given the product [Br:4][C:5]1[CH:14]=[C:13]([F:15])[CH:12]=[C:11]2[C:6]=1[CH:7]=[CH:8][C:9]([C:16]#[N:2])=[CH:10]2, predict the reactants needed to synthesize it.